This data is from Plasma protein binding rate (PPBR) regression data from AstraZeneca. The task is: Regression/Classification. Given a drug SMILES string, predict its absorption, distribution, metabolism, or excretion properties. Task type varies by dataset: regression for continuous measurements (e.g., permeability, clearance, half-life) or binary classification for categorical outcomes (e.g., BBB penetration, CYP inhibition). For this dataset (ppbr_az), we predict Y. The compound is Nc1ncc2cc(-c3c(Br)cccc3Br)c(N)nc2n1. The Y is 88.6 %.